This data is from Catalyst prediction with 721,799 reactions and 888 catalyst types from USPTO. The task is: Predict which catalyst facilitates the given reaction. (1) Reactant: [NH2:1][C:2]([C:5]1[CH:6]=[C:7]([C:20]2[N:25]=[C:24]([CH3:26])[N:23]=[C:22]([N:27](CC3C=CC([O:44][CH3:45])=CC=3)CC3C=CC(OC)=CC=3)[N:21]=2)[C:8]([NH:11][C:12]2[CH:13]=[N:14][C:15]([O:18][CH3:19])=[CH:16][CH:17]=2)=[N:9][CH:10]=1)([CH3:4])[CH3:3].OS([C:50]([F:53])([F:52])[F:51])(=O)=O.[OH-:54].[Na+]. Product: [F:51][C:50]([F:53])([F:52])[C:45]([OH:44])=[O:54].[NH2:1][C:2]([C:5]1[CH:6]=[C:7]([C:20]2[N:25]=[C:24]([CH3:26])[N:23]=[C:22]([NH2:27])[N:21]=2)[C:8]([NH:11][C:12]2[CH:13]=[N:14][C:15]([O:18][CH3:19])=[CH:16][CH:17]=2)=[N:9][CH:10]=1)([CH3:3])[CH3:4]. The catalyst class is: 67. (2) Reactant: [C:1]([N:4]1[C:13]2[C:8](=[CH:9][C:10]([Br:14])=[CH:11][CH:12]=2)[CH:7]([NH:15]C=O)[CH2:6][CH:5]1[CH2:18][CH3:19])(=[O:3])[CH3:2].Cl.C([O-])(O)=O.[Na+]. Product: [C:1]([N:4]1[C:13]2[C:8](=[CH:9][C:10]([Br:14])=[CH:11][CH:12]=2)[C@H:7]([NH2:15])[CH2:6][C@@H:5]1[CH2:18][CH3:19])(=[O:3])[CH3:2]. The catalyst class is: 8.